This data is from Forward reaction prediction with 1.9M reactions from USPTO patents (1976-2016). The task is: Predict the product of the given reaction. (1) Given the reactants [N:1]1[CH:6]=[CH:5][CH:4]=[CH:3][C:2]=1[C:7]([OH:9])=O.CCN=C=NCCCN(C)C.C1C=CC2N(O)N=NC=2C=1.[CH2:31]([O:38][C:39]([N:41]1[CH2:46][CH2:45][C@@H:44]([OH:47])[C@H:43]([NH2:48])[CH2:42]1)=[O:40])[C:32]1[CH:37]=[CH:36][CH:35]=[CH:34][CH:33]=1, predict the reaction product. The product is: [CH2:31]([O:38][C:39]([N:41]1[CH2:46][CH2:45][CH:44]([OH:47])[CH:43]([NH:48][C:7]([C:2]2[CH:3]=[CH:4][CH:5]=[CH:6][N:1]=2)=[O:9])[CH2:42]1)=[O:40])[C:32]1[CH:33]=[CH:34][CH:35]=[CH:36][CH:37]=1. (2) Given the reactants CS(OCCOC12[CH2:19][C:13]3([CH3:20])[CH2:14][C:15]([CH3:18])([CH2:17][C:11]([CH2:21][N:22]4[C:26]([CH3:27])=[C:25]([I:28])[CH:24]=[N:23]4)([CH2:12]3)[CH2:10]1)[CH2:16]2)(=O)=O.[CH3:29][OH:30], predict the reaction product. The product is: [CH3:18][C:15]12[CH2:16][C:29]3([O:30][CH2:11][CH2:21][NH:22][CH3:26])[CH2:19][C:13]([CH3:20])([CH2:12][C:11]([CH2:21][N:22]4[C:26]([CH3:27])=[C:25]([I:28])[CH:24]=[N:23]4)([CH2:10]3)[CH2:17]1)[CH2:14]2. (3) Given the reactants [CH:1]1[CH:6]=[CH:5][C:4]([NH:7][C:8]2[CH:13]=[CH:12][C:11]([NH2:14])=[CH:10][CH:9]=2)=[CH:3][CH:2]=1.[N+:15]([C:18]1[CH:23]=[CH:22][C:21]([CH2:24][C:25](O)=[O:26])=[CH:20][CH:19]=1)([O-:17])=[O:16].OC1C2N=NNC=2C=CC=1.C1(N=C=NC2CCCCC2)CCCCC1, predict the reaction product. The product is: [N+:15]([C:18]1[CH:19]=[CH:20][C:21]([CH2:24][C:25]([NH:14][C:11]2[CH:12]=[CH:13][C:8]([NH:7][C:4]3[CH:3]=[CH:2][CH:1]=[CH:6][CH:5]=3)=[CH:9][CH:10]=2)=[O:26])=[CH:22][CH:23]=1)([O-:17])=[O:16]. (4) Given the reactants [Cl:1][C:2]1[CH:7]=[CH:6][C:5]([NH:8][C:9]([C:11]2[CH:19]=[CH:18][C:14]([C:15]([OH:17])=O)=[CH:13][CH:12]=2)=[O:10])=[CH:4][C:3]=1[C:20]1[CH:25]=[CH:24][CH:23]=[CH:22][N:21]=1.[CH:26]([NH2:29])([CH3:28])[CH3:27], predict the reaction product. The product is: [Cl:1][C:2]1[CH:7]=[CH:6][C:5]([NH:8][C:9](=[O:10])[C:11]2[CH:19]=[CH:18][C:14]([C:15]([NH:29][CH:26]([CH3:28])[CH3:27])=[O:17])=[CH:13][CH:12]=2)=[CH:4][C:3]=1[C:20]1[CH:25]=[CH:24][CH:23]=[CH:22][N:21]=1. (5) Given the reactants C([O-])(=O)C.[CH2:22]([OH:23])[C@H:14]1[O:15][C@@H:16]([O:12][C@H:13]2[C@H:18]([OH:19])[C@@H:17]([OH:20])[C@H:16](O)[O:15][C@@H:14]2[CH2:22][OH:23])[C@H:17]([OH:20])[C@@H:18]([OH:19])[C@@H:13]1[OH:12].[O:28]=[C:29]1[O:35][C@H:34]([C@H:36]([CH2:38][OH:39])[OH:37])[C:32]([OH:33])=[C:30]1[OH:31], predict the reaction product. The product is: [C@@H:16]1([C@:34]2([C@H:36]([CH2:38][OH:39])[OH:37])[O:35][C:29](=[O:28])[C:30]([OH:31])=[C:32]2[OH:33])[O:15][C@H:14]([CH2:22][OH:23])[C@@H:13]([OH:12])[C@H:18]([OH:19])[C@H:17]1[OH:20]. (6) Given the reactants [CH2:1]([C@@H:8]1CO[C:10](=O)[N:9]1[C:14](=[O:36])[C@H:15]([CH2:19][C:20]1[C:25]([Cl:26])=[CH:24][C:23]([O:27][CH2:28][C:29]2[CH:34]=[CH:33][CH:32]=[CH:31][CH:30]=2)=[CH:22][C:21]=1[Cl:35])[CH2:16]C=O)[C:2]1[CH:7]=[CH:6][CH:5]=[CH:4]C=1.[NH:37]1C2CCCC(N)C=2C=[N:38]1.C(O[BH-](OC(=O)C)OC(=O)C)(=O)C.[Na+], predict the reaction product. The product is: [CH2:28]([O:27][C:23]1[CH:22]=[C:21]([Cl:35])[C:20]([CH2:19][C@@H:15]2[CH2:16][CH2:10][N:9]([CH:8]3[CH2:1][CH2:2][CH2:7][C:6]4[NH:38][N:37]=[CH:4][C:5]3=4)[C:14]2=[O:36])=[C:25]([Cl:26])[CH:24]=1)[C:29]1[CH:30]=[CH:31][CH:32]=[CH:33][CH:34]=1. (7) Given the reactants [CH3:1][O:2][C:3]1[CH:15]=[CH:14][C:6]([CH2:7][NH:8][C:9]2[S:10][CH:11]=[CH:12][N:13]=2)=[CH:5][CH:4]=1.C[Si]([N-][Si](C)(C)C)(C)C.[Li+].[Br:26][C:27]1[C:36]2[C:31](=[CH:32][C:33]([S:37](OC3C(F)=C(F)C(F)=C(F)C=3F)(=[O:39])=[O:38])=[CH:34][CH:35]=2)[CH:30]=[N:29][CH:28]=1, predict the reaction product. The product is: [Br:26][C:27]1[C:36]2[C:31](=[CH:32][C:33]([S:37]([N:8]([CH2:7][C:6]3[CH:5]=[CH:4][C:3]([O:2][CH3:1])=[CH:15][CH:14]=3)[C:9]3[S:10][CH:11]=[CH:12][N:13]=3)(=[O:39])=[O:38])=[CH:34][CH:35]=2)[CH:30]=[N:29][CH:28]=1.